This data is from Full USPTO retrosynthesis dataset with 1.9M reactions from patents (1976-2016). The task is: Predict the reactants needed to synthesize the given product. (1) Given the product [CH3:32][S:33]([O:22][CH2:21][CH2:20][CH2:19][N:13]1[CH2:12][C:11]2[C:15](=[CH:16][CH:17]=[C:9]([C:7]3[S:8][C:4]([CH:3]([O:2][CH3:1])[O:23][CH3:24])=[CH:5][CH:6]=3)[CH:10]=2)[C:14]1=[O:18])(=[O:35])=[O:34], predict the reactants needed to synthesize it. The reactants are: [CH3:1][O:2][CH:3]([O:23][CH3:24])[C:4]1[S:8][C:7]([C:9]2[CH:10]=[C:11]3[C:15](=[CH:16][CH:17]=2)[C:14](=[O:18])[N:13]([CH2:19][CH2:20][CH2:21][OH:22])[CH2:12]3)=[CH:6][CH:5]=1.C(N(CC)CC)C.[CH3:32][S:33](Cl)(=[O:35])=[O:34]. (2) The reactants are: [Cl:1][C:2]1[CH:3]=[N:4][NH:5][CH:6]=1.Cl[CH:8]([CH3:11])[C:9]#[N:10].C(=O)([O-])[O-].[Cs+].[Cs+].O1CCCC1. Given the product [Cl:1][C:2]1[CH:3]=[N:4][N:5]([CH:8]([CH3:11])[C:9]#[N:10])[CH:6]=1, predict the reactants needed to synthesize it. (3) Given the product [CH2:54]([NH:53][C:51]([NH:50][C:47]1[CH:48]=[CH:49][C:44]([S:41]([N:38]2[CH2:37][CH2:36][CH:35]([NH:34][C:33]3[CH:60]=[CH:61][C:30]([CH2:29][CH2:28][NH:27][CH2:26][C@H:25]([OH:62])[CH2:24][O:23][C:22]4[CH:21]=[CH:20][C:19]([OH:18])=[CH:64][CH:63]=4)=[CH:31][CH:32]=3)[CH2:40][CH2:39]2)(=[O:43])=[O:42])=[CH:45][CH:46]=1)=[O:52])[CH2:55][CH2:56][CH2:57][CH2:58][CH3:59], predict the reactants needed to synthesize it. The reactants are: [Si]([O:18][C:19]1[CH:64]=[CH:63][C:22]([O:23][CH2:24][C@@H:25]([OH:62])[CH2:26][NH:27][CH2:28][CH2:29][C:30]2[CH:61]=[CH:60][C:33]([NH:34][CH:35]3[CH2:40][CH2:39][N:38]([S:41]([C:44]4[CH:49]=[CH:48][C:47]([NH:50][C:51]([NH:53][CH2:54][CH2:55][CH2:56][CH2:57][CH2:58][CH3:59])=[O:52])=[CH:46][CH:45]=4)(=[O:43])=[O:42])[CH2:37][CH2:36]3)=[CH:32][CH:31]=2)=[CH:21][CH:20]=1)(C(C)(C)C)(C1C=CC=CC=1)C1C=CC=CC=1. (4) Given the product [Cl:2][C:3]1[CH:8]=[CH:7][CH:6]=[CH:5][C:4]=1[CH2:9][N:10]([C@H:23]1[CH2:27][CH2:26][N:25]([CH2:28][CH:29]([CH3:31])[CH3:30])[CH2:24]1)[C:11]1[CH:18]=[CH:17][C:14]([C:15]#[N:16])=[C:13]([C:19]([F:20])([F:21])[F:22])[CH:12]=1, predict the reactants needed to synthesize it. The reactants are: Cl.[Cl:2][C:3]1[CH:8]=[CH:7][CH:6]=[CH:5][C:4]=1[CH2:9][N:10]([C@H:23]1[CH2:27][CH2:26][N:25]([CH2:28][C:29]([CH3:31])=[CH2:30])[CH2:24]1)[C:11]1[CH:18]=[CH:17][C:14]([C:15]#[N:16])=[C:13]([C:19]([F:22])([F:21])[F:20])[CH:12]=1. (5) Given the product [C:9]([O:13][CH2:6][CH2:7][N:3]([CH3:1])[CH3:4])(=[O:28])[CH:10]=[CH2:12], predict the reactants needed to synthesize it. The reactants are: [CH:1]([N:3]1[CH2:7][CH2:6]C[C:4]1=O)=C.[C:9](NCCCN(C)C)(=[O:13])[C:10]([CH3:12])=C.C(N1CCCC1=[O:28])=C.CN(CCCC=C(C)C(N)=O)C.CC(C(NCCC[N+](C)(C)C)=O)=C.C=CN1C(=O)CCC1.[Cl-]. (6) Given the product [Cl:8][C:6]1[S:7][C:3]([CH:2]=[O:18])=[C:4]([C:9]([O:11][CH2:12][CH3:13])=[O:10])[N:5]=1, predict the reactants needed to synthesize it. The reactants are: Br[CH2:2][C:3]1[S:7][C:6]([Cl:8])=[N:5][C:4]=1[C:9]([O:11][CH2:12][CH3:13])=[O:10].C[N+]1([O-])CC[O:18]CC1. (7) Given the product [F:1][C:2]1[CH:3]=[N:4][C:5]([N:8]2[CH2:15][CH:14]([CH2:13][OH:12])[C:10]([NH:11][C:16]([NH:18][C:19](=[O:26])[C:20]3[CH:21]=[CH:22][CH:23]=[CH:24][CH:25]=3)=[S:17])([C:27]3[CH:28]=[N:29][CH:30]=[CH:31][CH:32]=3)[CH2:9]2)=[N:6][CH:7]=1, predict the reactants needed to synthesize it. The reactants are: [F:1][C:2]1[CH:3]=[N:4][C:5]([N:8]2[CH2:15][CH:14]3[C:10]([C:27]4[CH:28]=[N:29][CH:30]=[CH:31][CH:32]=4)([N:11]([C:16]([NH:18][C:19](=[O:26])[C:20]4[CH:25]=[CH:24][CH:23]=[CH:22][CH:21]=4)=[S:17])[O:12][CH2:13]3)[CH2:9]2)=[N:6][CH:7]=1. (8) Given the product [NH2:14][C:5]1[CH:6]=[C:7]([S:10]([NH2:13])(=[O:12])=[O:11])[CH:8]=[CH:9][C:4]=1[S:3][CH2:1][CH3:2], predict the reactants needed to synthesize it. The reactants are: [CH2:1]([S:3][C:4]1[CH:9]=[CH:8][C:7]([S:10]([NH2:13])(=[O:12])=[O:11])=[CH:6][C:5]=1[N+:14]([O-])=O)[CH3:2].COC1C=C(C=CC=1[N+]([O-])=O)C(N)=O.CC1C=CC(C(N)=O)=CC=1NC(N)=S. (9) Given the product [N:15]1([C:2]2[CH:7]=[CH:6][C:5]([NH2:8])=[CH:4][C:3]=2[C:11]([F:14])([F:13])[F:12])[CH:19]=[N:18][CH:17]=[N:16]1, predict the reactants needed to synthesize it. The reactants are: F[C:2]1[CH:7]=[CH:6][C:5]([N+:8]([O-])=O)=[CH:4][C:3]=1[C:11]([F:14])([F:13])[F:12].[NH:15]1[CH:19]=[N:18][CH:17]=[N:16]1.